From a dataset of Catalyst prediction with 721,799 reactions and 888 catalyst types from USPTO. Predict which catalyst facilitates the given reaction. (1) Reactant: [S:1]1[C:5]2[CH:6]=[CH:7][CH:8]=[CH:9][C:4]=2[CH:3]=[C:2]1[C@@H:10]([C:18]1[CH:23]=[CH:22][CH:21]=[CH:20][C:19]=1[Cl:24])[NH:11][S@](C(C)(C)C)=O.CO.Cl. Product: [ClH:24].[S:1]1[C:5]2[CH:6]=[CH:7][CH:8]=[CH:9][C:4]=2[CH:3]=[C:2]1[C@@H:10]([C:18]1[CH:23]=[CH:22][CH:21]=[CH:20][C:19]=1[Cl:24])[NH2:11]. The catalyst class is: 12. (2) The catalyst class is: 59. Product: [Br:1][C:2]1[CH:10]=[CH:9][C:5]2[C:6](=[O:8])[NH:15][CH2:12][CH2:13][NH:14][C:4]=2[CH:3]=1. Reactant: [Br:1][C:2]1[CH:10]=[CH:9][C:5]([C:6]([OH:8])=O)=[C:4](F)[CH:3]=1.[CH2:12]([NH2:15])[CH2:13][NH2:14].F[P-](F)(F)(F)(F)F.N1(OC(N(C)C)=[N+](C)C)C2N=CC=CC=2N=N1.[OH-].[Na+]. (3) Reactant: [Cl:1][C:2]1[CH:3]=[C:4]([C:8]2[N:13]=[CH:12][C:11]([CH2:14][OH:15])=[CH:10][N:9]=2)[CH:5]=[CH:6][CH:7]=1.[CH3:16]N(C=O)C.IC.[H-].[Na+]. Product: [Cl:1][C:2]1[CH:3]=[C:4]([C:8]2[N:9]=[CH:10][C:11]([CH2:14][O:15][CH3:16])=[CH:12][N:13]=2)[CH:5]=[CH:6][CH:7]=1. The catalyst class is: 6. (4) Reactant: [Br:1][C:2]1[CH:7]=[C:6](Cl)[CH:5]=[CH:4][N:3]=1.[CH3:9][O-:10].[Na+]. Product: [Br:1][C:2]1[CH:7]=[C:6]([O:10][CH3:9])[CH:5]=[CH:4][N:3]=1. The catalyst class is: 16.